From a dataset of Full USPTO retrosynthesis dataset with 1.9M reactions from patents (1976-2016). Predict the reactants needed to synthesize the given product. Given the product [CH3:25][O:24][C:21]1[CH:22]=[CH:23][C:18]([CH2:17][N:11]2[C:3]3[C:2](=[CH:7][C:6]([CH3:8])=[CH:5][CH:4]=3)[C:13]([CH3:14])([CH3:15])[C:12]2=[O:16])=[CH:19][CH:20]=1, predict the reactants needed to synthesize it. The reactants are: Br[C:2]1[CH:7]=[C:6]([CH3:8])[C:5](OC)=[CH:4][C:3]=1[N:11]([CH2:17][C:18]1[CH:23]=[CH:22][C:21]([O:24][CH3:25])=[CH:20][CH:19]=1)[C:12](=[O:16])[CH:13]([CH3:15])[CH3:14].CC(C)([O-])C.[Na+].C1(P(C2CCCCC2)C2CCCCC2)CCCCC1.